Predict the reactants needed to synthesize the given product. From a dataset of Full USPTO retrosynthesis dataset with 1.9M reactions from patents (1976-2016). Given the product [Cl:1][C:2]1[CH:20]=[C:19]([O:21][CH2:22][CH:23]=[C:24]([Cl:26])[Cl:25])[CH:18]=[C:17]([Cl:27])[C:3]=1[O:4][CH2:5][CH2:6][CH2:7][O:8][C:9]1[CH:10]=[CH:11][C:12]([C:13]([NH:29][OH:30])=[NH:14])=[CH:15][CH:16]=1, predict the reactants needed to synthesize it. The reactants are: [Cl:1][C:2]1[CH:20]=[C:19]([O:21][CH2:22][CH:23]=[C:24]([Cl:26])[Cl:25])[CH:18]=[C:17]([Cl:27])[C:3]=1[O:4][CH2:5][CH2:6][CH2:7][O:8][C:9]1[CH:16]=[CH:15][C:12]([C:13]#[N:14])=[CH:11][CH:10]=1.Cl.[NH2:29][OH:30].C(N(CC)CC)C.